Dataset: Full USPTO retrosynthesis dataset with 1.9M reactions from patents (1976-2016). Task: Predict the reactants needed to synthesize the given product. (1) Given the product [CH3:28][O:29][CH2:30][C:31]([N:23]1[CH2:24][CH2:25][C:26]2[N:27]=[C:19]([NH:18][C:8]3[CH:9]=[CH:10][C:11]([N:12]4[CH:16]=[C:15]([CH3:17])[N:14]=[CH:13]4)=[C:6]([O:5][CH3:4])[CH:7]=3)[S:20][C:21]=2[CH2:22]1)=[O:32], predict the reactants needed to synthesize it. The reactants are: Cl.Cl.Cl.[CH3:4][O:5][C:6]1[CH:7]=[C:8]([NH:18][C:19]2[S:20][C:21]3[CH2:22][NH:23][CH2:24][CH2:25][C:26]=3[N:27]=2)[CH:9]=[CH:10][C:11]=1[N:12]1[CH:16]=[C:15]([CH3:17])[N:14]=[CH:13]1.[CH3:28][O:29][CH2:30][C:31](O)=[O:32]. (2) Given the product [Br:12][C:13]1[CH:19]=[CH:18][CH:17]=[CH:16][C:14]=1[NH:15][C:4](=[O:5])[CH:2]=[N:1][OH:23], predict the reactants needed to synthesize it. The reactants are: [NH:1]1C2C(=CC=CC=2)[C:4](=[O:5])[C:2]1=O.[Br:12][C:13]1[CH:19]=[CH:18][CH:17]=[CH:16][C:14]=1[NH2:15].ClC(Cl)(Cl)C(O)[OH:23].Cl.NO.S([O-])([O-])(=O)=O.[Na+].[Na+]. (3) Given the product [C:1]([NH:4][CH:5]1[CH:10]([CH:11]([O:22][C:23](=[O:25])[CH3:24])[CH:12]([O:18][C:19](=[O:21])[CH3:20])[CH2:13][O:14][C:15](=[O:17])[CH3:16])[O:9][C:8]([C:26]([O:28][CH3:29])=[O:27])=[CH:7][CH:6]1[NH:30][C:32]#[N:31])(=[O:3])[CH3:2], predict the reactants needed to synthesize it. The reactants are: [C:1]([NH:4][CH:5]1[CH:10]([CH:11]([O:22][C:23](=[O:25])[CH3:24])[CH:12]([O:18][C:19](=[O:21])[CH3:20])[CH2:13][O:14][C:15](=[O:17])[CH3:16])[O:9][C:8]([C:26]([O:28][CH3:29])=[O:27])=[CH:7][CH:6]1[NH2:30])(=[O:3])[CH3:2].[N:31]#[C:32]F.N#CCl.N#CBr.N#CI. (4) Given the product [CH3:44][N:43]([CH3:45])[CH2:41][CH2:40][O:1][C:2]1[CH:3]=[CH:4][C:5]([CH2:6][N:8]([CH:34]([CH3:36])[CH3:35])[C:9]2[CH:14]=[C:13]([O:15][CH3:16])[CH:12]=[CH:11][C:10]=2[CH:17]2[CH2:26][CH2:25][C:24]3[CH:23]=[C:22]([OH:27])[CH:21]=[CH:20][C:19]=3[CH2:18]2)=[CH:37][CH:38]=1, predict the reactants needed to synthesize it. The reactants are: [OH:1][C:2]1[CH:38]=[CH:37][C:5]([C:6]([N:8]([CH:34]([CH3:36])[CH3:35])[C:9]2[CH:14]=[C:13]([O:15][CH3:16])[CH:12]=[CH:11][C:10]=2[CH:17]2[CH2:26][CH2:25][C:24]3[CH:23]=[C:22]([O:27]C(=O)C(C)(C)C)[CH:21]=[CH:20][C:19]=3[CH2:18]2)=O)=[CH:4][CH:3]=1.Cl[CH2:40][C:41]([N:43]([CH3:45])[CH3:44])=O. (5) Given the product [F:1][C:2]1[CH:11]=[CH:10][C:5]([C:6]([O:8][CH3:9])=[O:7])=[C:4]([NH:12][C:13]([N:15]2[CH2:19][CH2:18][CH2:17][CH2:16]2)=[S:14])[CH:3]=1, predict the reactants needed to synthesize it. The reactants are: [F:1][C:2]1[CH:11]=[CH:10][C:5]([C:6]([O:8][CH3:9])=[O:7])=[C:4]([N:12]=[C:13]=[S:14])[CH:3]=1.[NH:15]1[CH2:19][CH2:18][CH2:17][CH2:16]1.O. (6) Given the product [N+:1]([C:4]1[CH:9]=[C:8]([N+:10]([O-:12])=[O:11])[CH:7]=[CH:6][C:5]=1[CH:13]([CH2:23][OH:24])[CH2:14][OH:15])([O-:3])=[O:2], predict the reactants needed to synthesize it. The reactants are: [N+:1]([C:4]1[CH:9]=[C:8]([N+:10]([O-:12])=[O:11])[CH:7]=[CH:6][C:5]=1[CH3:13])([O-:3])=[O:2].[CH2:14]=[O:15].[K].Cl.CN1[C:23](=[O:24])CCC1. (7) Given the product [F:1][C:2]1[CH:9]=[CH:8][C:5]([CH2:6][NH:7][C:25]([C:21]2[S:20][C:19]([NH:18][C:10](=[O:17])[C:11]3[CH:12]=[CH:13][CH:14]=[CH:15][CH:16]=3)=[N:23][C:22]=2[CH3:24])=[O:26])=[CH:4][CH:3]=1, predict the reactants needed to synthesize it. The reactants are: [F:1][C:2]1[CH:9]=[CH:8][C:5]([CH2:6][NH2:7])=[CH:4][CH:3]=1.[C:10]([NH:18][C:19]1[S:20][C:21]([C:25](Cl)=[O:26])=[C:22]([CH3:24])[N:23]=1)(=[O:17])[C:11]1[CH:16]=[CH:15][CH:14]=[CH:13][CH:12]=1.